The task is: Regression. Given two drug SMILES strings and cell line genomic features, predict the synergy score measuring deviation from expected non-interaction effect.. This data is from NCI-60 drug combinations with 297,098 pairs across 59 cell lines. (1) Drug 1: C1=CN(C=N1)CC(O)(P(=O)(O)O)P(=O)(O)O. Drug 2: C1=NNC2=C1C(=O)NC=N2. Cell line: SW-620. Synergy scores: CSS=-4.91, Synergy_ZIP=-0.597, Synergy_Bliss=-7.32, Synergy_Loewe=-7.35, Synergy_HSA=-8.91. (2) Drug 1: C1=C(C(=O)NC(=O)N1)N(CCCl)CCCl. Drug 2: COC1=NC(=NC2=C1N=CN2C3C(C(C(O3)CO)O)O)N. Cell line: UACC62. Synergy scores: CSS=32.8, Synergy_ZIP=-2.62, Synergy_Bliss=5.16, Synergy_Loewe=-6.61, Synergy_HSA=3.68. (3) Drug 1: COC1=CC(=CC(=C1O)OC)C2C3C(COC3=O)C(C4=CC5=C(C=C24)OCO5)OC6C(C(C7C(O6)COC(O7)C8=CC=CS8)O)O. Drug 2: CC1C(C(CC(O1)OC2CC(CC3=C2C(=C4C(=C3O)C(=O)C5=C(C4=O)C(=CC=C5)OC)O)(C(=O)CO)O)N)O.Cl. Cell line: T-47D. Synergy scores: CSS=55.2, Synergy_ZIP=0.0409, Synergy_Bliss=-0.0704, Synergy_Loewe=3.59, Synergy_HSA=5.31. (4) Drug 2: COCCOC1=C(C=C2C(=C1)C(=NC=N2)NC3=CC=CC(=C3)C#C)OCCOC. Synergy scores: CSS=61.7, Synergy_ZIP=3.29, Synergy_Bliss=3.32, Synergy_Loewe=4.34, Synergy_HSA=8.60. Drug 1: CC(C)(C1=NC(=CC=C1)N2C3=NC(=NC=C3C(=O)N2CC=C)NC4=CC=C(C=C4)N5CCN(CC5)C)O. Cell line: SK-OV-3. (5) Drug 1: C1C(C(OC1N2C=NC3=C(N=C(N=C32)Cl)N)CO)O. Drug 2: CC12CCC3C(C1CCC2O)C(CC4=C3C=CC(=C4)O)CCCCCCCCCS(=O)CCCC(C(F)(F)F)(F)F. Cell line: IGROV1. Synergy scores: CSS=2.24, Synergy_ZIP=-0.937, Synergy_Bliss=0.0684, Synergy_Loewe=-1.94, Synergy_HSA=-0.985. (6) Drug 1: CC1=C2C(C(=O)C3(C(CC4C(C3C(C(C2(C)C)(CC1OC(=O)C(C(C5=CC=CC=C5)NC(=O)OC(C)(C)C)O)O)OC(=O)C6=CC=CC=C6)(CO4)OC(=O)C)O)C)O. Drug 2: CC(C)CN1C=NC2=C1C3=CC=CC=C3N=C2N. Cell line: EKVX. Synergy scores: CSS=4.77, Synergy_ZIP=-1.23, Synergy_Bliss=-0.203, Synergy_Loewe=1.45, Synergy_HSA=0.416. (7) Drug 1: C1=CC(=CC=C1CCC2=CNC3=C2C(=O)NC(=N3)N)C(=O)NC(CCC(=O)O)C(=O)O. Drug 2: C(CC(=O)O)C(=O)CN.Cl. Cell line: SK-OV-3. Synergy scores: CSS=23.9, Synergy_ZIP=-7.36, Synergy_Bliss=-8.68, Synergy_Loewe=-9.79, Synergy_HSA=-7.28.